Dataset: Full USPTO retrosynthesis dataset with 1.9M reactions from patents (1976-2016). Task: Predict the reactants needed to synthesize the given product. (1) Given the product [CH3:15][O:14][CH2:13][O:12][C:7]1[CH:6]=[C:5]([CH:10]=[CH:9][C:8]=1[CH3:11])[C:4]([OH:16])=[O:3], predict the reactants needed to synthesize it. The reactants are: C([O:3][C:4](=[O:16])[C:5]1[CH:10]=[CH:9][C:8]([CH3:11])=[C:7]([O:12][CH2:13][O:14][CH3:15])[CH:6]=1)C.C(O)(=O)C. (2) Given the product [Br:43][C:39]1[CH:38]=[C:37]([Si:24]([C:31]2[CH:32]=[CH:33][CH:34]=[C:35]([C:4]3[C:5]4[S:6][C:7]5[CH:13]=[CH:12][CH:11]=[CH:10][C:8]=5[C:9]=4[CH:1]=[CH:2][CH:3]=3)[CH:36]=2)([C:20]2[CH:19]=[CH:18][CH:23]=[CH:22][CH:21]=2)[C:25]2[CH:30]=[CH:29][CH:28]=[CH:27][CH:26]=2)[CH:42]=[CH:41][CH:40]=1, predict the reactants needed to synthesize it. The reactants are: [CH:1]1[C:9]2[C:8]3[CH:10]=[CH:11][CH:12]=[CH:13][C:7]=3[S:6][C:5]=2[C:4](B(O)O)=[CH:3][CH:2]=1.Br[C:18]1[CH:19]=[C:20]([Si:24]([C:37]2[CH:42]=[CH:41][CH:40]=[C:39]([Br:43])[CH:38]=2)([C:31]2[CH:36]=[CH:35][CH:34]=[CH:33][CH:32]=2)[C:25]2[CH:30]=[CH:29][CH:28]=[CH:27][CH:26]=2)[CH:21]=[CH:22][CH:23]=1.C(=O)([O-])[O-].[K+].[K+]. (3) Given the product [C:15]([C:14]([C:13](=[O:18])[CH3:12])=[CH:10][C:9]1[CH:8]=[CH:7][C:4]([C:5]#[N:6])=[CH:3][C:2]=1[F:1])(=[O:17])[CH3:16], predict the reactants needed to synthesize it. The reactants are: [F:1][C:2]1[CH:3]=[C:4]([CH:7]=[CH:8][C:9]=1[CH:10]=O)[C:5]#[N:6].[CH3:12][C:13](=[O:18])[CH2:14][C:15](=[O:17])[CH3:16].C(O)(=O)C.N1CCCCC1. (4) Given the product [C:22]([O:1][CH2:2][C:3]1([CH2:16][O:17][C:29](=[O:36])[C:30]2[CH:35]=[CH:34][CH:33]=[CH:32][CH:31]=2)[C:15]2[CH:14]=[CH:13][CH:12]=[CH:11][C:10]=2[C:9]2[C:4]1=[CH:5][CH:6]=[CH:7][CH:8]=2)(=[O:18])[C:21]1[CH:26]=[CH:25][CH:24]=[CH:19][CH:20]=1, predict the reactants needed to synthesize it. The reactants are: [OH:1][CH2:2][C:3]1([CH2:16][OH:17])[C:15]2[CH:14]=[CH:13][CH:12]=[CH:11][C:10]=2[C:9]2[C:4]1=[CH:5][CH:6]=[CH:7][CH:8]=2.[O:18]1[CH2:22][CH2:21][CH2:20][CH2:19]1.N1C=C[CH:26]=[CH:25][CH:24]=1.[C:29](Cl)(=[O:36])[C:30]1[CH:35]=[CH:34][CH:33]=[CH:32][CH:31]=1. (5) Given the product [NH:42]1[CH2:43][CH:40]([C:38]([N:35]2[CH2:36][CH2:37][CH:32]([CH2:31][N:8]([CH2:9][C@H:10]([O:23][Si:24]([C:27]([CH3:30])([CH3:29])[CH3:28])([CH3:26])[CH3:25])[C:11]3[CH:20]=[CH:19][C:18]([OH:21])=[C:17]4[C:12]=3[CH:13]=[CH:14][C:15](=[O:22])[NH:16]4)[C:6](=[O:7])[O:5][C:1]([CH3:2])([CH3:3])[CH3:4])[CH2:33][CH2:34]2)=[O:39])[CH2:41]1, predict the reactants needed to synthesize it. The reactants are: [C:1]([O:5][C:6]([N:8]([CH2:31][CH:32]1[CH2:37][CH2:36][N:35]([C:38]([CH:40]2[CH2:43][N:42](C(OCC3C=CC=CC=3)=O)[CH2:41]2)=[O:39])[CH2:34][CH2:33]1)[CH2:9][C@H:10]([O:23][Si:24]([C:27]([CH3:30])([CH3:29])[CH3:28])([CH3:26])[CH3:25])[C:11]1[CH:20]=[CH:19][C:18]([OH:21])=[C:17]2[C:12]=1[CH:13]=[CH:14][C:15](=[O:22])[NH:16]2)=[O:7])([CH3:4])([CH3:3])[CH3:2].CC1CC=CCC=1.